This data is from Peptide-MHC class II binding affinity with 134,281 pairs from IEDB. The task is: Regression. Given a peptide amino acid sequence and an MHC pseudo amino acid sequence, predict their binding affinity value. This is MHC class II binding data. (1) The peptide sequence is SPKARSERPAIVPPA. The MHC is HLA-DPA10103-DPB10201 with pseudo-sequence HLA-DPA10103-DPB10201. The binding affinity (normalized) is 0.370. (2) The peptide sequence is VPPEVTVLTNSPVE. The MHC is DRB1_0301 with pseudo-sequence DRB1_0301. The binding affinity (normalized) is 0. (3) The peptide sequence is AFKVAATAAWAAPAN. The MHC is HLA-DPA10201-DPB11401 with pseudo-sequence HLA-DPA10201-DPB11401. The binding affinity (normalized) is 0.710. (4) The peptide sequence is EVELREHGSDEWVAM. The MHC is HLA-DPA10103-DPB10401 with pseudo-sequence HLA-DPA10103-DPB10401. The binding affinity (normalized) is 0.0562. (5) The peptide sequence is VLERYLLEAKEAENI. The MHC is DRB1_1101 with pseudo-sequence DRB1_1101. The binding affinity (normalized) is 0.190.